Dataset: Peptide-MHC class I binding affinity with 185,985 pairs from IEDB/IMGT. Task: Regression. Given a peptide amino acid sequence and an MHC pseudo amino acid sequence, predict their binding affinity value. This is MHC class I binding data. (1) The peptide sequence is AMLHWSLIL. The MHC is HLA-A69:01 with pseudo-sequence HLA-A69:01. The binding affinity (normalized) is 0.0847. (2) The peptide sequence is WTHKVGNFTGL. The MHC is Patr-B0101 with pseudo-sequence Patr-B0101. The binding affinity (normalized) is 0.547.